From a dataset of Reaction yield outcomes from USPTO patents with 853,638 reactions. Predict the reaction yield, written as a fraction of the theoretical maximum amount of product (1.0 means a 100% yield; for example, 0.34 means a 34% yield). The reactants are [Br:1][C:2]1[CH:3]=[C:4]([CH2:13][C@@H:14]([CH2:19][C:20]([O:22][CH3:23])=[O:21])[C:15]([O:17][CH3:18])=[O:16])[C:5]([CH2:11]O)=[C:6]2[C:10]=1[NH:9][N:8]=[CH:7]2.[Cl:24]CCl. The catalyst is S(Cl)(Cl)=O. The product is [Br:1][C:2]1[CH:3]=[C:4]([CH2:13][C@@H:14]([CH2:19][C:20]([O:22][CH3:23])=[O:21])[C:15]([O:17][CH3:18])=[O:16])[C:5]([CH2:11][Cl:24])=[C:6]2[C:10]=1[NH:9][N:8]=[CH:7]2. The yield is 0.990.